Task: Predict which catalyst facilitates the given reaction.. Dataset: Catalyst prediction with 721,799 reactions and 888 catalyst types from USPTO (1) Reactant: [H-].[Na+].[Cl:3][C:4]1[C:5]2[CH:12]=[CH:11][NH:10][C:6]=2[N:7]=[CH:8][N:9]=1.Cl[CH2:14][O:15][CH2:16][C:17]1[CH:22]=[CH:21][CH:20]=[CH:19][CH:18]=1. Product: [CH2:16]([O:15][CH2:14][N:10]1[C:6]2[N:7]=[CH:8][N:9]=[C:4]([Cl:3])[C:5]=2[CH:12]=[CH:11]1)[C:17]1[CH:22]=[CH:21][CH:20]=[CH:19][CH:18]=1. The catalyst class is: 7. (2) Reactant: C[O:2][C:3](=O)[CH2:4][CH2:5][CH2:6][CH2:7][CH:8]=[C:9]1[CH2:12][CH2:11][CH2:10]1.CC(C[AlH]CC(C)C)C. Product: [C:9]1(=[CH:8][CH2:7][CH2:6][CH2:5][CH2:4][CH2:3][OH:2])[CH2:12][CH2:11][CH2:10]1. The catalyst class is: 11. (3) Reactant: [NH2:1][C:2]1[N:7]=[C:6](S(C)=O)[C:5]([C:11]2[CH:12]=[CH:13][C:14](=[O:20])[N:15]([CH:17]([CH3:19])[CH3:18])[N:16]=2)=[C:4]([C:21]2[CH:26]=[CH:25][CH:24]=[CH:23][CH:22]=2)[N:3]=1.Cl.[NH2:28][CH2:29][C:30]([NH2:32])=[O:31].C(N(C(C)C)C(C)C)C.O. Product: [NH2:1][C:2]1[N:7]=[C:6]([NH:28][CH2:29][C:30]([NH2:32])=[O:31])[C:5]([C:11]2[CH:12]=[CH:13][C:14](=[O:20])[N:15]([CH:17]([CH3:19])[CH3:18])[N:16]=2)=[C:4]([C:21]2[CH:26]=[CH:25][CH:24]=[CH:23][CH:22]=2)[N:3]=1. The catalyst class is: 80. (4) Product: [Cl:40][C:38]1[CH:37]=[CH:36][C:28]2[N:29]([S:30](=[O:32])(=[O:31])[N:33]([CH3:35])[CH3:34])[C:25]([C:19]3([C:22]#[N:23])[CH2:18][CH2:17][N:16]([C:9]([O:11][C:12]([CH3:13])([CH3:15])[CH3:14])=[O:10])[CH2:21][CH2:20]3)=[N:26][C:27]=2[CH:39]=1. The catalyst class is: 1. Reactant: C([N-]C(C)C)(C)C.[Li+].[C:9]([N:16]1[CH2:21][CH2:20][CH:19]([C:22]#[N:23])[CH2:18][CH2:17]1)([O:11][C:12]([CH3:15])([CH3:14])[CH3:13])=[O:10].Cl[C:25]1[N:29]([S:30]([N:33]([CH3:35])[CH3:34])(=[O:32])=[O:31])[C:28]2[CH:36]=[CH:37][C:38]([Cl:40])=[CH:39][C:27]=2[N:26]=1. (5) Reactant: [C:1]([OH:5])(=[O:4])[CH:2]=[CH2:3].[CH2:6]([O:16][C:17](=[O:20])[CH:18]=[CH2:19])[CH2:7][CH2:8][CH2:9][CH2:10][CH2:11][CH2:12][CH2:13][CH2:14][CH3:15]. Product: [C:1]([OH:5])(=[O:4])[CH:2]=[CH2:3].[CH2:6]([O:16][C:17](=[O:20])[CH:18]=[CH2:19])[CH2:7][CH2:8][CH2:9][CH2:10][CH2:11][CH2:12][CH2:13][CH2:14][CH3:15]. The catalyst class is: 12.